From a dataset of Catalyst prediction with 721,799 reactions and 888 catalyst types from USPTO. Predict which catalyst facilitates the given reaction. (1) Reactant: [C:1]([O:5][C:6]([N:8]1[CH2:11][CH:10]([NH:12][C:13]2[CH:18]=[C:17]([F:19])[CH:16]=[CH:15][C:14]=2[N+:20]([O-])=O)[CH2:9]1)=[O:7])([CH3:4])([CH3:3])[CH3:2]. Product: [C:1]([O:5][C:6]([N:8]1[CH2:9][CH:10]([NH:12][C:13]2[CH:18]=[C:17]([F:19])[CH:16]=[CH:15][C:14]=2[NH2:20])[CH2:11]1)=[O:7])([CH3:4])([CH3:2])[CH3:3]. The catalyst class is: 25. (2) Reactant: [C:1]([Si:5]([CH3:8])([CH3:7])Cl)([CH3:4])([CH3:3])[CH3:2].C(N(C(C)C)CC)(C)C.[Br:18][C:19]1[CH:24]=[CH:23][C:22]([S:25]([CH2:28][CH2:29][CH2:30][OH:31])(=[O:27])=[O:26])=[CH:21][CH:20]=1.O. Product: [Br:18][C:19]1[CH:20]=[CH:21][C:22]([S:25]([CH2:28][CH2:29][CH2:30][O:31][Si:5]([C:1]([CH3:4])([CH3:3])[CH3:2])([CH3:8])[CH3:7])(=[O:26])=[O:27])=[CH:23][CH:24]=1. The catalyst class is: 9. (3) Reactant: [H-].[Na+].[C:3]([O:7][CH2:8][CH3:9])(=[O:6])[CH2:4][OH:5].[Br:10][C:11]1[CH:12]=[C:13]([N+:18]([O-:20])=[O:19])[C:14](Cl)=[N:15][CH:16]=1.C(=O)([O-])O.[Na+]. Product: [CH2:8]([O:7][C:3](=[O:6])[CH2:4][O:5][C:14]1[C:13]([N+:18]([O-:20])=[O:19])=[CH:12][C:11]([Br:10])=[CH:16][N:15]=1)[CH3:9]. The catalyst class is: 12. (4) Reactant: [F:1][C:2]1([F:26])[C:8]([CH3:10])([CH3:9])[O:7][CH2:6][C:5](=S)[NH:4][C@@:3]1([C:13]1[CH:18]=[C:17]([C:19]2[CH:20]=[N:21][CH:22]=[N:23][CH:24]=2)[CH:16]=[CH:15][C:14]=1[F:25])[CH3:12].[NH3:27].C(OO)(C)(C)C. Product: [F:1][C:2]1([F:26])[C:8]([CH3:10])([CH3:9])[O:7][CH2:6][C:5]([NH2:27])=[N:4][C@@:3]1([C:13]1[CH:18]=[C:17]([C:19]2[CH:20]=[N:21][CH:22]=[N:23][CH:24]=2)[CH:16]=[CH:15][C:14]=1[F:25])[CH3:12]. The catalyst class is: 5. (5) Reactant: C([O:8][CH2:9][C@H:10]1[CH2:12][C@@H:11]1[CH2:13][C:14]([OH:16])=[O:15])C1C=CC=CC=1. Product: [OH:8][CH2:9][C@H:10]1[CH2:12][C@@H:11]1[CH2:13][C:14]([OH:16])=[O:15]. The catalyst class is: 129. (6) The catalyst class is: 73. Reactant: Br[C:2]1[CH:11]=[CH:10][CH:9]=[C:8]([Cl:12])[C:3]=1[C:4]([O:6][CH3:7])=[O:5].[Br-].[CH:14]1([Zn+])[CH2:17][CH2:16][CH2:15]1.C1C=CC(P(C2C=CC=CC=2)C2C=CC=CC=2)=CC=1. Product: [Cl:12][C:8]1[CH:9]=[CH:10][CH:11]=[C:2]([CH:14]2[CH2:17][CH2:16][CH2:15]2)[C:3]=1[C:4]([O:6][CH3:7])=[O:5]. (7) The catalyst class is: 29. Product: [C:1]([O:5][C:6]([N:8]1[CH2:13][CH2:12][CH:11]([NH:14][C:15]2[CH:20]=[CH:19][C:18]([CH3:21])=[CH:17][C:16]=2[NH2:22])[CH2:10][CH2:9]1)=[O:7])([CH3:4])([CH3:3])[CH3:2]. Reactant: [C:1]([O:5][C:6]([N:8]1[CH2:13][CH2:12][CH:11]([NH:14][C:15]2[CH:20]=[CH:19][C:18]([CH3:21])=[CH:17][C:16]=2[N+:22]([O-])=O)[CH2:10][CH2:9]1)=[O:7])([CH3:4])([CH3:3])[CH3:2]. (8) Reactant: [Si]([O:18][C:19]1[CH:58]=[CH:57][C:22]([O:23][CH2:24][C@@H:25]([OH:56])[CH2:26][NH:27][CH2:28][CH2:29][C:30]2[CH:55]=[CH:54][C:33]([NH:34][CH:35]3[CH2:40][CH2:39][N:38]([C:41]([N:43]4[CH2:48][CH2:47][CH:46]([C:49]([O:51][CH2:52][CH3:53])=[O:50])[CH2:45][CH2:44]4)=[O:42])[CH2:37][CH2:36]3)=[CH:32][CH:31]=2)=[CH:21][CH:20]=1)(C(C)(C)C)(C1C=CC=CC=1)C1C=CC=CC=1. Product: [CH2:52]([O:51][C:49]([CH:46]1[CH2:45][CH2:44][N:43]([C:41]([N:38]2[CH2:39][CH2:40][CH:35]([NH:34][C:33]3[CH:54]=[CH:55][C:30]([CH2:29][CH2:28][NH:27][CH2:26][C@H:25]([OH:56])[CH2:24][O:23][C:22]4[CH:57]=[CH:58][C:19]([OH:18])=[CH:20][CH:21]=4)=[CH:31][CH:32]=3)[CH2:36][CH2:37]2)=[O:42])[CH2:48][CH2:47]1)=[O:50])[CH3:53]. The catalyst class is: 147. (9) Reactant: [O:1]=[C:2]1[NH:17][CH2:16][CH:15]([C:18]2[CH:23]=[CH:22][CH:21]=[CH:20][CH:19]=2)[C:3]21[CH2:7][N:6]([C:8]([O:10][C:11]([CH3:14])([CH3:13])[CH3:12])=[O:9])[CH2:5][CH2:4]2.[H-].[Na+].I[CH3:27]. Product: [CH3:27][N:17]1[CH2:16][CH:15]([C:18]2[CH:19]=[CH:20][CH:21]=[CH:22][CH:23]=2)[C:3]2([CH2:7][N:6]([C:8]([O:10][C:11]([CH3:14])([CH3:13])[CH3:12])=[O:9])[CH2:5][CH2:4]2)[C:2]1=[O:1]. The catalyst class is: 18.